This data is from Reaction yield outcomes from USPTO patents with 853,638 reactions. The task is: Predict the reaction yield, written as a fraction of the theoretical maximum amount of product (1.0 means a 100% yield; for example, 0.34 means a 34% yield). The reactants are N([C:11]([N:13]1[CH2:18][CH2:17][CH2:16][CH2:15][CH2:14]1)=[O:12])=N[C:11]([N:13]1[CH2:18][CH2:17][CH2:16][CH2:15][CH2:14]1)=[O:12].[Cl:19][C:20]1[CH:39]=[CH:38][C:23]([NH:24][C:25]2[C:34]3[C:29](=[CH:30][C:31]([OH:37])=[C:32]([O:35][CH3:36])[CH:33]=3)[N:28]=[CH:27][N:26]=2)=[C:22]([F:40])[CH:21]=1.C(P(CCCC)CCCC)CCC.OCCN1CCCC1=O. The catalyst is C(Cl)Cl.CCOCC. The product is [ClH:19].[Cl:19][C:20]1[CH:39]=[CH:38][C:23]([NH:24][C:25]2[C:34]3[C:29](=[CH:30][C:31]([O:37][CH2:17][CH2:18][N:13]4[CH2:14][CH2:15][CH2:16][C:11]4=[O:12])=[C:32]([O:35][CH3:36])[CH:33]=3)[N:28]=[CH:27][N:26]=2)=[C:22]([F:40])[CH:21]=1. The yield is 0.600.